This data is from Reaction yield outcomes from USPTO patents with 853,638 reactions. The task is: Predict the reaction yield, written as a fraction of the theoretical maximum amount of product (1.0 means a 100% yield; for example, 0.34 means a 34% yield). (1) The reactants are [OH:1][C:2]1[C:3]([CH:11]2[C:15]3=[N:16][CH:17]=[CH:18][CH:19]=[C:14]3[N:13]([CH2:20][CH2:21][CH2:22][CH2:23][CH3:24])[C:12]2=[O:25])=[CH:4][C:5]2[O:9][CH2:8][O:7][C:6]=2[CH:10]=1.C([N-]C(C)C)(C)C.[Li+].[CH2:34]=[O:35]. The catalyst is O1CCCC1. The product is [OH:1][C:2]1[C:3]([C:11]2([CH2:34][OH:35])[C:15]3=[N:16][CH:17]=[CH:18][CH:19]=[C:14]3[N:13]([CH2:20][CH2:21][CH2:22][CH2:23][CH3:24])[C:12]2=[O:25])=[CH:4][C:5]2[O:9][CH2:8][O:7][C:6]=2[CH:10]=1. The yield is 1.00. (2) The reactants are [CH3:1][O:2][C:3]([NH:5][C@@H:6]([CH:52]([CH3:54])[CH3:53])[C:7]([N:9]1[C@@H:13]([CH3:14])[CH2:12][CH2:11][C@H:10]1[C:15]1[NH:16][C:17]([C:20]2[CH:25]=[CH:24][C:23]([C:26]3[CH:31]=[CH:30][C:29]([C:32]4[NH:36][C:35]([C@@H:37]5[CH2:41][C@H:40]([CH2:42][O:43][CH3:44])[CH2:39][N:38]5C(OC(C)(C)C)=O)=[N:34][CH:33]=4)=[CH:28][CH:27]=3)=[CH:22][CH:21]=2)=[CH:18][N:19]=1)=[O:8])=[O:4].Cl.[C:56]([O:60][C:61]([NH:63][C@H:64]([C:68]1[CH:73]=[CH:72][CH:71]=[CH:70][CH:69]=1)[C:65](O)=[O:66])=[O:62])([CH3:59])([CH3:58])[CH3:57].CCOC(C(C#N)=NOC(N1CCOCC1)=[N+](C)C)=O.F[P-](F)(F)(F)(F)F.CCN(C(C)C)C(C)C. The yield is 0.590. The catalyst is C(Cl)Cl.CCOC(C)=O.CN(C=O)C.CO. The product is [CH3:1][O:2][C:3]([NH:5][C@@H:6]([CH:52]([CH3:54])[CH3:53])[C:7]([N:9]1[C@@H:13]([CH3:14])[CH2:12][CH2:11][C@H:10]1[C:15]1[NH:16][C:17]([C:20]2[CH:21]=[CH:22][C:23]([C:26]3[CH:31]=[CH:30][C:29]([C:32]4[NH:36][C:35]([C@@H:37]5[CH2:41][C@H:40]([CH2:42][O:43][CH3:44])[CH2:39][N:38]5[C:65](=[O:66])[C@H:64]([NH:63][C:61](=[O:62])[O:60][C:56]([CH3:57])([CH3:59])[CH3:58])[C:68]5[CH:73]=[CH:72][CH:71]=[CH:70][CH:69]=5)=[N:34][CH:33]=4)=[CH:28][CH:27]=3)=[CH:24][CH:25]=2)=[CH:18][N:19]=1)=[O:8])=[O:4]. (3) The reactants are [C:1]([C:5]1[CH:10]=[CH:9][C:8]([C:11]2[CH:12]=[CH:13][CH:14]=[C:15]3[C:19]=2[CH2:18][C:17]([CH3:20])=[CH:16]3)=[CH:7][CH:6]=1)([CH3:4])([CH3:3])[CH3:2].[Li]CCCC.C([Cu])#N.[C:29]([C:33]1[CH:41]=[C:40]2[C:36]([CH:37]=[C:38]([CH3:46])[CH:39]2[Si:42](Cl)([CH3:44])[CH3:43])=[C:35]([C:47]2[CH:52]=[C:51]([C:53]([CH3:56])([CH3:55])[CH3:54])[CH:50]=[C:49]([C:57]([CH3:60])([CH3:59])[CH3:58])[CH:48]=2)[C:34]=1[O:61][CH3:62])([CH3:32])([CH3:31])[CH3:30]. The catalyst is CCOCC.O. The product is [C:29]([C:33]1[CH:41]=[C:40]2[C:36]([CH:37]=[C:38]([CH3:46])[CH:39]2[Si:42]([CH:16]2[C:15]3[C:19](=[C:11]([C:8]4[CH:9]=[CH:10][C:5]([C:1]([CH3:4])([CH3:2])[CH3:3])=[CH:6][CH:7]=4)[CH:12]=[CH:13][CH:14]=3)[CH:18]=[C:17]2[CH3:20])([CH3:44])[CH3:43])=[C:35]([C:47]2[CH:48]=[C:49]([C:57]([CH3:60])([CH3:59])[CH3:58])[CH:50]=[C:51]([C:53]([CH3:56])([CH3:55])[CH3:54])[CH:52]=2)[C:34]=1[O:61][CH3:62])([CH3:31])([CH3:30])[CH3:32]. The yield is 0.800. (4) The reactants are [P:1]([Cl:5])(Cl)([Cl:3])=[O:2].[CH3:6][CH:7]([CH:13]([CH2:16][CH2:17][CH:18]([CH3:24])[CH2:19][C:20]([CH3:23])([CH3:22])[CH3:21])[CH2:14][OH:15])[CH2:8][C:9]([CH3:12])([CH3:11])[CH3:10].C(N(CC)CC)C. The catalyst is C1(C)C=CC=CC=1. The product is [CH3:6][CH:7]([CH:13]([CH2:16][CH2:17][CH:18]([CH3:24])[CH2:19][C:20]([CH3:21])([CH3:23])[CH3:22])[CH2:14][O:15][P:1]([Cl:5])([Cl:3])=[O:2])[CH2:8][C:9]([CH3:10])([CH3:11])[CH3:12]. The yield is 0.347. (5) The product is [CH3:13][C:14]1[N:48]=[C:17]2[N:18]([CH:41]3[CH2:46][CH2:45][CH:44]([CH3:47])[O:43][CH2:42]3)[C:19](=[O:40])[C:20]([CH2:25][C:26]3[CH:27]=[CH:28][C:29]([C:32]4[CH:37]=[CH:36][CH:35]=[CH:34][C:33]=4[C:38]4[NH:3][C:4](=[O:7])[O:5][N:39]=4)=[CH:30][CH:31]=3)=[C:21]([CH2:22][CH2:23][CH3:24])[N:16]2[N:15]=1. The catalyst is C(OCC)(=O)C. The reactants are [Cl-].O[NH3+:3].[C:4](=[O:7])([O-])[OH:5].[Na+].CS(C)=O.[CH3:13][C:14]1[N:48]=[C:17]2[N:18]([CH:41]3[CH2:46][CH2:45][CH:44]([CH3:47])[O:43][CH2:42]3)[C:19](=[O:40])[C:20]([CH2:25][C:26]3[CH:31]=[CH:30][C:29]([C:32]4[C:33]([C:38]#[N:39])=[CH:34][CH:35]=[CH:36][CH:37]=4)=[CH:28][CH:27]=3)=[C:21]([CH2:22][CH2:23][CH3:24])[N:16]2[N:15]=1. The yield is 0.470. (6) The catalyst is CN(C=O)C. The product is [F:13][C:14]1[CH:19]=[CH:18][C:17]([O:20][C:7]2[C:6]([F:9])=[CH:5][C:4]([N+:10]([O-:12])=[O:11])=[CH:3][C:2]=2[F:1])=[CH:16][CH:15]=1. The yield is 1.05. The reactants are [F:1][C:2]1[CH:3]=[C:4]([N+:10]([O-:12])=[O:11])[CH:5]=[C:6]([F:9])[C:7]=1F.[F:13][C:14]1[CH:19]=[CH:18][C:17]([OH:20])=[CH:16][CH:15]=1.C([O-])([O-])=O.[Cs+].[Cs+].